Task: Predict the reactants needed to synthesize the given product.. Dataset: Full USPTO retrosynthesis dataset with 1.9M reactions from patents (1976-2016) (1) The reactants are: C[C:2]1(C)NC(C)(C)[CH2:5][CH:4]([O:10]C(CC(C([O:10][CH:4]2[CH2:5]C(C)(C)N[C:2](C)(C)[CH2:3]2)=O)C(C([O:10][CH:4]2[CH2:5]C(C)(C)N[C:2](C)(C)[CH2:3]2)=O)CC([O:10][CH:4]2[CH2:5]C(C)(C)N[C:2](C)(C)[CH2:3]2)=O)=O)[CH2:3]1.CC1(C)C[CH:62]([C:64]([CH:88]2[CH2:93]C(C)(C)NC(C)(C)C2)([CH3:87])[C:65]([CH:77]2CC(C)(C)N[C:79]([CH3:86])(C)[CH2:78]2)(C2CC(C)(C)NC(C)(C)C2)[CH3:66])CC(C)(C)N1.C(C([O-])=O)C(C([O-])=O)C(C([O-])=O)CC([O-])=[O:106]. Given the product [OH:106][C:79]1[CH:86]=[CH:66][C:65]([C:64]([C:88]2[CH:2]=[CH:3][C:4]([OH:10])=[CH:5][CH:93]=2)([CH3:87])[CH3:62])=[CH:77][CH:78]=1, predict the reactants needed to synthesize it. (2) Given the product [CH:10]([N:9]([CH2:12][CH:13]([CH2:17][CH2:18][CH2:19][CH3:20])[C:14]([N:21]1[CH2:25][CH2:24][CH2:23][CH:22]1[C:26]1[O:27][C:28]2[CH:34]=[CH:33][C:32]([S:35]([NH2:38])(=[O:36])=[O:37])=[CH:31][C:29]=2[N:30]=1)=[O:15])[OH:8])=[O:11], predict the reactants needed to synthesize it. The reactants are: C([O:8][N:9]([CH2:12][C@@H:13]([CH2:17][CH2:18][CH2:19][CH3:20])[C:14](O)=[O:15])[CH:10]=[O:11])C1C=CC=CC=1.[NH:21]1[CH2:25][CH2:24][CH2:23][C@H:22]1[C:26]1[O:27][C:28]2[CH:34]=[CH:33][C:32]([S:35]([NH2:38])(=[O:37])=[O:36])=[CH:31][C:29]=2[N:30]=1.